This data is from Reaction yield outcomes from USPTO patents with 853,638 reactions. The task is: Predict the reaction yield, written as a fraction of the theoretical maximum amount of product (1.0 means a 100% yield; for example, 0.34 means a 34% yield). The reactants are [CH2:1]([O:3][C:4]([C:6]1[C:7](=[O:20])[N:8]([C:13]2[CH:18]=[CH:17][C:16]([F:19])=[CH:15][CH:14]=2)[C:9](=[O:12])[NH:10][CH:11]=1)=[O:5])[CH3:2].C(=O)([O-])[O-].[K+].[K+].[CH:27](I)([CH3:29])[CH3:28]. The catalyst is CN(C)C=O. The product is [CH2:1]([O:3][C:4]([C:6]1[C:7](=[O:20])[N:8]([C:13]2[CH:18]=[CH:17][C:16]([F:19])=[CH:15][CH:14]=2)[C:9](=[O:12])[N:10]([CH:27]([CH3:29])[CH3:28])[CH:11]=1)=[O:5])[CH3:2]. The yield is 0.900.